From a dataset of Forward reaction prediction with 1.9M reactions from USPTO patents (1976-2016). Predict the product of the given reaction. Given the reactants [Cl:1][C:2]1[C:3](=[O:10])[CH:4]=[C:5]([Cl:9])[C:6](=[O:8])[CH:7]=1.OS(O)(=O)=O.[CH3:16][O:17][C:18]1[CH:19]=[C:20]2[C:24](=[CH:25][CH:26]=1)[NH:23][CH:22]=[CH:21]2.C(C1C(=O)C(Cl)=C(Cl)C(=O)C=1C#N)#N, predict the reaction product. The product is: [Cl:1][C:2]1[C:3](=[O:10])[CH:4]=[C:5]([Cl:9])[C:6](=[O:8])[C:7]=1[C:21]1[C:20]2[C:24](=[CH:25][CH:26]=[C:18]([O:17][CH3:16])[CH:19]=2)[NH:23][CH:22]=1.